From a dataset of Full USPTO retrosynthesis dataset with 1.9M reactions from patents (1976-2016). Predict the reactants needed to synthesize the given product. (1) Given the product [CH3:1][CH:2]([CH:8]([O:10][C:24]([C:11]1[C:23]2[CH2:22][C:21]3[C:16](=[CH:17][CH:18]=[CH:19][CH:20]=3)[C:15]=2[CH:14]=[CH:13][CH:12]=1)=[O:25])[CH3:9])[C:3]([O:5][CH2:6][CH3:7])=[O:4], predict the reactants needed to synthesize it. The reactants are: [CH3:1][CH:2]([CH:8]([OH:10])[CH3:9])[C:3]([O:5][CH2:6][CH3:7])=[O:4].[C:11]1([C:24](Cl)=[O:25])[C:23]2[CH2:22][C:21]3[C:16](=[CH:17][CH:18]=[CH:19][CH:20]=3)[C:15]=2[CH:14]=[CH:13][CH:12]=1. (2) Given the product [C:27]([N:25]1[C@H:24]2[C@H:23]([N:37]([C:6]([O:8][CH2:9][C:10]3[C:15]([C:16]([F:19])([F:17])[F:18])=[CH:14][CH:13]=[CH:12][C:11]=3[F:20])=[O:7])[CH2:36][CH2:35]2)[C@@H:22]([OH:21])[CH2:26]1)(=[O:28])[C:29]1[CH:34]=[CH:33][CH:32]=[CH:31][CH:30]=1, predict the reactants needed to synthesize it. The reactants are: N1([C:6]([O:8][CH2:9][C:10]2[C:15]([C:16]([F:19])([F:18])[F:17])=[CH:14][CH:13]=[CH:12][C:11]=2[F:20])=[O:7])C=CN=C1.[OH:21][C@H:22]1[CH2:26][N:25]([C:27]([C:29]2[CH:34]=[CH:33][CH:32]=[CH:31][CH:30]=2)=[O:28])[C@@H:24]2[CH2:35][CH2:36][NH:37][C@H:23]12. (3) Given the product [CH2:20]([N:12]([C:13]([O:14][C:15]([CH3:16])([CH3:18])[CH3:17])=[O:19])[NH2:3])[CH3:21], predict the reactants needed to synthesize it. The reactants are: O=C1C2C(=CC=CC=2)C(=O)[N:3]1[N:12]([CH2:20][CH3:21])[C:13](=[O:19])[O:14][C:15]([CH3:18])([CH3:17])[CH3:16].CNN. (4) Given the product [CH2:21]([O:2][C:1]([C:4]1[CH:13]=[C:12]([O:14][CH2:12][C:11]2[CH:6]=[CH:7][CH:8]=[CH:9][CH:10]=2)[C:11]2[C:6](=[CH:7][CH:8]=[CH:9][CH:10]=2)[N:5]=1)=[O:3])[C:22]1[CH:27]=[CH:26][CH:25]=[CH:24][CH:23]=1, predict the reactants needed to synthesize it. The reactants are: [C:1]([C:4]1[CH:13]=[C:12]([OH:14])[C:11]2[C:6](=[CH:7][CH:8]=[CH:9][CH:10]=2)[N:5]=1)([OH:3])=[O:2].C(=O)([O-])[O-].[Cs+].[Cs+].[CH2:21](Br)[C:22]1[CH:27]=[CH:26][CH:25]=[CH:24][CH:23]=1.